This data is from Peptide-MHC class I binding affinity with 185,985 pairs from IEDB/IMGT. The task is: Regression. Given a peptide amino acid sequence and an MHC pseudo amino acid sequence, predict their binding affinity value. This is MHC class I binding data. (1) The peptide sequence is ALDISFTGA. The MHC is HLA-A03:01 with pseudo-sequence HLA-A03:01. The binding affinity (normalized) is 0.0847. (2) The peptide sequence is NRYGVAYVY. The MHC is HLA-A68:02 with pseudo-sequence HLA-A68:02. The binding affinity (normalized) is 0.0847. (3) The peptide sequence is LISFFGLFDI. The MHC is HLA-A68:02 with pseudo-sequence HLA-A68:02. The binding affinity (normalized) is 0.593. (4) The peptide sequence is LEARVNLSV. The MHC is HLA-B57:01 with pseudo-sequence HLA-B57:01. The binding affinity (normalized) is 0.0847. (5) The peptide sequence is MAGVEVRYI. The MHC is HLA-A02:01 with pseudo-sequence HLA-A02:01. The binding affinity (normalized) is 0.284. (6) The peptide sequence is MGFPSLATK. The MHC is BoLA-T2a with pseudo-sequence BoLA-T2a. The binding affinity (normalized) is 0.256. (7) The peptide sequence is KSINKVYGRY. The MHC is HLA-A03:01 with pseudo-sequence HLA-A03:01. The binding affinity (normalized) is 0.273. (8) The binding affinity (normalized) is 0.655. The MHC is HLA-B07:02 with pseudo-sequence HLA-B07:02. The peptide sequence is WPAGRLVEA. (9) The peptide sequence is YSGNIVHRY. The MHC is HLA-B39:01 with pseudo-sequence HLA-B39:01. The binding affinity (normalized) is 0.0847. (10) The peptide sequence is LSSLSCEGQKY. The MHC is Mamu-B01 with pseudo-sequence Mamu-B01. The binding affinity (normalized) is 0.